Dataset: Forward reaction prediction with 1.9M reactions from USPTO patents (1976-2016). Task: Predict the product of the given reaction. Given the reactants [Si:1]([O:8][CH2:9][CH:10]([OH:25])[CH2:11][N:12]1[C:21]2[C:16](=[CH:17][CH:18]=[C:19]([O:22][CH3:23])[CH:20]=2)[N:15]=[CH:14][C:13]1=[O:24])([C:4]([CH3:7])([CH3:6])[CH3:5])([CH3:3])[CH3:2].C(N(CC)C(C)C)(C)C.Cl[CH2:36][O:37][CH3:38], predict the reaction product. The product is: [Si:1]([O:8][CH2:9][CH:10]([O:25][CH2:36][O:37][CH3:38])[CH2:11][N:12]1[C:21]2[C:16](=[CH:17][CH:18]=[C:19]([O:22][CH3:23])[CH:20]=2)[N:15]=[CH:14][C:13]1=[O:24])([C:4]([CH3:7])([CH3:5])[CH3:6])([CH3:3])[CH3:2].